This data is from Reaction yield outcomes from USPTO patents with 853,638 reactions. The task is: Predict the reaction yield, written as a fraction of the theoretical maximum amount of product (1.0 means a 100% yield; for example, 0.34 means a 34% yield). (1) The reactants are C[Al](C)C.[F:5][C:6]([F:16])([F:15])[O:7][C:8]1[CH:9]=[C:10]([CH:12]=[CH:13][CH:14]=1)[NH2:11].[Br:17][C:18]1[CH:19]=[C:20]([C:26]2[N:30]=[C:29]([C:31](OCC)=[O:32])[O:28][N:27]=2)[CH:21]=[C:22]([Br:25])[C:23]=1[OH:24].O. The catalyst is CCCCCC.C1(C)C=CC=CC=1. The product is [Br:25][C:22]1[CH:21]=[C:20]([C:26]2[N:30]=[C:29]([C:31]([NH:11][C:10]3[CH:12]=[CH:13][CH:14]=[C:8]([O:7][C:6]([F:15])([F:16])[F:5])[CH:9]=3)=[O:32])[O:28][N:27]=2)[CH:19]=[C:18]([Br:17])[C:23]=1[OH:24]. The yield is 0.310. (2) The reactants are [NH4+].[OH-].S[C:4]1[N:5]=[C:6]([OH:14])[C:7]2[C@H:12]([CH3:13])[CH2:11][CH2:10][C:8]=2[N:9]=1. The catalyst is [Ni].O. The product is [CH3:13][C@H:12]1[C:7]2[C:6]([OH:14])=[N:5][CH:4]=[N:9][C:8]=2[CH2:10][CH2:11]1. The yield is 0.990.